From a dataset of Reaction yield outcomes from USPTO patents with 853,638 reactions. Predict the reaction yield, written as a fraction of the theoretical maximum amount of product (1.0 means a 100% yield; for example, 0.34 means a 34% yield). (1) The product is [CH3:1][CH2:2][O:3][C:4]([C:6]1[N:7]([C:18]([O:20][C:21]([CH3:24])([CH3:23])[CH3:22])=[O:19])[C:8]2[C:13]([CH:14]=1)=[CH:12][C:11]([O:15][CH3:16])=[C:10]([CH3:25])[CH:9]=2)=[O:5]. The yield is 0.570. The catalyst is COCCOC.O.C1C=CC([P]([Pd]([P](C2C=CC=CC=2)(C2C=CC=CC=2)C2C=CC=CC=2)([P](C2C=CC=CC=2)(C2C=CC=CC=2)C2C=CC=CC=2)[P](C2C=CC=CC=2)(C2C=CC=CC=2)C2C=CC=CC=2)(C2C=CC=CC=2)C2C=CC=CC=2)=CC=1.C(OCC)(=O)C. The reactants are [CH3:1][CH2:2][O:3][C:4]([C:6]1[N:7]([C:18]([O:20][C:21]([CH3:24])([CH3:23])[CH3:22])=[O:19])[C:8]2[C:13]([CH:14]=1)=[CH:12][C:11]([O:15][CH3:16])=[C:10](Br)[CH:9]=2)=[O:5].[CH3:25]B1OB(C)OB(C)O1.C(=O)([O-])[O-].[Na+].[Na+].C(=O)(O)[O-].[Na+]. (2) The reactants are C([O:8][C:9]1[CH:36]=[CH:35][C:12]2[NH:13][C:14]([C:19]3[C:20](=[O:34])[C:21]([CH3:33])([CH2:30][CH2:31][CH3:32])[C:22]4[C:27]([C:28]=3[OH:29])=[CH:26][CH:25]=[CH:24][CH:23]=4)=[N:15][S:16](=[O:18])(=[O:17])[C:11]=2[CH:10]=1)C1C=CC=CC=1. The catalyst is O1CCCC1.[Pd]. The product is [OH:29][C:28]1[C:27]2[C:22](=[CH:23][CH:24]=[CH:25][CH:26]=2)[C:21]([CH3:33])([CH2:30][CH2:31][CH3:32])[C:20](=[O:34])[C:19]=1[C:14]1[NH:13][C:12]2[CH:35]=[CH:36][C:9]([OH:8])=[CH:10][C:11]=2[S:16](=[O:17])(=[O:18])[N:15]=1. The yield is 0.620. (3) The reactants are [N+:1]([C:4]1[CH:14]=[CH:13][C:7]([O:8][CH2:9][C:10]([OH:12])=O)=[CH:6][CH:5]=1)([O-:3])=[O:2].Cl.C([N:18](CC)[CH2:19][CH3:20])C.CC[N:25]=C=NCCCN(C)C.Cl.C(N(C(C)C)CC)(C)C. The catalyst is C1COCC1. The product is [N+:1]([C:4]1[CH:5]=[CH:6][C:7]([O:8][CH2:9][C:10]2[O:12][N:25]=[C:19]([CH3:20])[N:18]=2)=[CH:13][CH:14]=1)([O-:3])=[O:2]. The yield is 0.600. (4) The product is [OH:28][C:24]1([C:22]2[CH:21]=[C:20]([C:29]([F:32])([F:31])[F:30])[N:19]=[C:18]([O:3][CH:4]3[CH2:5][CH2:6][N:7]([C:10]([O:12][C:13]([CH3:16])([CH3:15])[CH3:14])=[O:11])[CH2:8][CH2:9]3)[CH:23]=2)[CH2:25][O:26][CH2:27]1. The yield is 0.300. The reactants are [H-].[Na+].[OH:3][CH:4]1[CH2:9][CH2:8][N:7]([C:10]([O:12][C:13]([CH3:16])([CH3:15])[CH3:14])=[O:11])[CH2:6][CH2:5]1.Cl[C:18]1[CH:23]=[C:22]([C:24]2([OH:28])[CH2:27][O:26][CH2:25]2)[CH:21]=[C:20]([C:29]([F:32])([F:31])[F:30])[N:19]=1.[Cl-].[NH4+]. The catalyst is O1CCCC1.O. (5) The catalyst is C(Cl)Cl. The yield is 0.980. The reactants are [Br:1]Br.[F:3][C:4]([F:40])([F:39])[C:5]1[CH:6]=[C:7]([CH:32]=[C:33]([C:35]([F:38])([F:37])[F:36])[CH:34]=1)[CH2:8][N:9]1[C:13]([C:14]2[CH:15]=[N:16][CH:17]=[CH:18][CH:19]=2)=[C:12]([C:20](=[O:31])[CH2:21][C:22]([C:24]2[CH:29]=[CH:28][CH:27]=[CH:26][C:25]=2[Cl:30])=[O:23])[N:11]=[N:10]1.O. The product is [F:40][C:4]([F:3])([F:39])[C:5]1[CH:6]=[C:7]([CH:32]=[C:33]([C:35]([F:38])([F:37])[F:36])[CH:34]=1)[CH2:8][N:9]1[C:13]([C:14]2[CH:15]=[N:16][CH:17]=[CH:18][CH:19]=2)=[C:12]([C:20](=[O:31])[CH:21]([Br:1])[C:22]([C:24]2[CH:29]=[CH:28][CH:27]=[CH:26][C:25]=2[Cl:30])=[O:23])[N:11]=[N:10]1.